From a dataset of Catalyst prediction with 721,799 reactions and 888 catalyst types from USPTO. Predict which catalyst facilitates the given reaction. (1) Reactant: [F:1][C:2]([F:21])([F:20])[C:3]1[CH:8]=[CH:7][C:6]([NH:9][C:10](=[O:19])[C:11](=[CH:15][O:16]CC)[C:12]([CH3:14])=O)=[CH:5][CH:4]=1.Cl.[NH2:23]O.[OH-].[Na+]. Product: [CH3:14][C:12]1[C:11]([C:10]([NH:9][C:6]2[CH:7]=[CH:8][C:3]([C:2]([F:21])([F:20])[F:1])=[CH:4][CH:5]=2)=[O:19])=[CH:15][O:16][N:23]=1. The catalyst class is: 40. (2) Reactant: [CH3:1][N:2]1[C:6]2=[CH:7][N:8]=[CH:9][C:10]([C:11]3[CH:16]=[CH:15][C:14]([NH2:17])=[CH:13][CH:12]=3)=[C:5]2[CH:4]=[N:3]1.[CH2:18]([C:20]1[CH:25]=[CH:24][CH:23]=[C:22]([N:26]=[C:27]=[O:28])[CH:21]=1)[CH3:19]. Product: [CH2:18]([C:20]1[CH:21]=[C:22]([NH:26][C:27]([NH:17][C:14]2[CH:15]=[CH:16][C:11]([C:10]3[CH:9]=[N:8][CH:7]=[C:6]4[N:2]([CH3:1])[N:3]=[CH:4][C:5]=34)=[CH:12][CH:13]=2)=[O:28])[CH:23]=[CH:24][CH:25]=1)[CH3:19]. The catalyst class is: 2.